Dataset: NCI-60 drug combinations with 297,098 pairs across 59 cell lines. Task: Regression. Given two drug SMILES strings and cell line genomic features, predict the synergy score measuring deviation from expected non-interaction effect. (1) Drug 1: C1C(C(OC1N2C=NC3=C(N=C(N=C32)Cl)N)CO)O. Drug 2: C(CN)CNCCSP(=O)(O)O. Cell line: 786-0. Synergy scores: CSS=-0.445, Synergy_ZIP=-1.88, Synergy_Bliss=-0.826, Synergy_Loewe=-16.3, Synergy_HSA=-3.63. (2) Drug 1: C1=CC(=CC=C1CC(C(=O)O)N)N(CCCl)CCCl.Cl. Drug 2: C(=O)(N)NO. Cell line: SF-539. Synergy scores: CSS=4.91, Synergy_ZIP=-5.61, Synergy_Bliss=-3.77, Synergy_Loewe=-17.0, Synergy_HSA=-5.08. (3) Drug 1: C1=CC=C(C(=C1)C(C2=CC=C(C=C2)Cl)C(Cl)Cl)Cl. Drug 2: C1CNP(=O)(OC1)N(CCCl)CCCl. Cell line: SK-OV-3. Synergy scores: CSS=-0.668, Synergy_ZIP=-0.115, Synergy_Bliss=-0.421, Synergy_Loewe=-2.70, Synergy_HSA=-1.21. (4) Drug 1: C1CCN(CC1)CCOC2=CC=C(C=C2)C(=O)C3=C(SC4=C3C=CC(=C4)O)C5=CC=C(C=C5)O. Drug 2: CC=C1C(=O)NC(C(=O)OC2CC(=O)NC(C(=O)NC(CSSCCC=C2)C(=O)N1)C(C)C)C(C)C. Cell line: 786-0. Synergy scores: CSS=16.4, Synergy_ZIP=-3.53, Synergy_Bliss=4.61, Synergy_Loewe=-13.9, Synergy_HSA=3.65.